Dataset: Reaction yield outcomes from USPTO patents with 853,638 reactions. Task: Predict the reaction yield, written as a fraction of the theoretical maximum amount of product (1.0 means a 100% yield; for example, 0.34 means a 34% yield). (1) The reactants are C(OC([N:6]1[C:34]2[C:29](=[CH:30][CH:31]=[C:32]([Cl:35])[CH:33]=2)[C:8]2([CH:13]([C:14]3[CH:19]=[CH:18][CH:17]=[C:16]([Cl:20])[CH:15]=3)[CH2:12][C:11](=[O:21])[NH:10][CH:9]2[C:22]2[CH:27]=[CH:26][CH:25]=[C:24]([Cl:28])[CH:23]=2)[C:7]1=[O:36])=O)C.[OH-].[Na+]. The catalyst is CO. The product is [Cl:35][C:32]1[CH:33]=[C:34]2[NH:6][C:7](=[O:36])[C:8]3([CH:13]([C:14]4[CH:19]=[CH:18][CH:17]=[C:16]([Cl:20])[CH:15]=4)[CH2:12][C:11](=[O:21])[NH:10][CH:9]3[C:22]3[CH:27]=[CH:26][CH:25]=[C:24]([Cl:28])[CH:23]=3)[C:29]2=[CH:30][CH:31]=1. The yield is 0.510. (2) The reactants are C([O:3][C:4]([C:6]1[NH:7][C:8]([CH:19]=O)=[C:9]([CH2:12][CH2:13][C:14]([O:16]CC)=[O:15])[C:10]=1[CH3:11])=[O:5])C.[CH3:21][O:22][C:23]1[CH:31]=[C:30]2[C:26]([CH2:27][C:28](=[O:32])[NH:29]2)=[CH:25][CH:24]=1.N1CCCCC1.[OH-].[K+]. The catalyst is C(O)C. The product is [C:14]([CH2:13][CH2:12][C:9]1[C:10]([CH3:11])=[C:6]([C:4]([OH:3])=[O:5])[NH:7][C:8]=1[CH:19]=[C:27]1[C:26]2[C:30](=[CH:31][C:23]([O:22][CH3:21])=[CH:24][CH:25]=2)[NH:29][C:28]1=[O:32])([OH:16])=[O:15]. The yield is 0.990. (3) The reactants are [CH2:1]([O:3][CH2:4][C:5](Cl)=O)[CH3:2].[NH2:8][C:9]1[CH:10]=[N:11][C:12]2[C:17]([C:18]=1[NH:19][CH2:20][C:21]1([NH:27][C:28](=[O:34])[O:29][C:30]([CH3:33])([CH3:32])[CH3:31])[CH2:26][CH2:25][CH2:24][CH2:23][CH2:22]1)=[CH:16][CH:15]=[CH:14][CH:13]=2.[OH-].[Na+]. The catalyst is C(O)C.O. The product is [CH2:1]([O:3][CH2:4][C:5]1[N:19]([CH2:20][C:21]2([NH:27][C:28](=[O:34])[O:29][C:30]([CH3:32])([CH3:31])[CH3:33])[CH2:26][CH2:25][CH2:24][CH2:23][CH2:22]2)[C:18]2[C:17]3[CH:16]=[CH:15][CH:14]=[CH:13][C:12]=3[N:11]=[CH:10][C:9]=2[N:8]=1)[CH3:2]. The yield is 0.380. (4) The reactants are O.[NH2:2][NH2:3].[F:4][C:5]1[CH:10]=[CH:9][C:8]([C:11]2[CH:12]=[C:13]3[C:18](=[CH:19][CH:20]=2)[CH:17]=[C:16]([S:21]([C:24]2[CH:33]=[CH:32][CH:31]=[CH:30][C:25]=2[C:26]([O:28][CH3:29])=O)(=[O:23])=[O:22])[CH:15]=[CH:14]3)=[CH:7][CH:6]=1. The catalyst is O1CCOCC1. The product is [F:4][C:5]1[CH:10]=[CH:9][C:8]([C:11]2[CH:12]=[C:13]3[C:18](=[CH:19][CH:20]=2)[CH:17]=[C:16]([S:21]([C:24]2[CH:33]=[CH:32][CH:31]=[CH:30][C:25]=2[C:26]2[O:28][CH:29]=[N:2][N:3]=2)(=[O:23])=[O:22])[CH:15]=[CH:14]3)=[CH:7][CH:6]=1. The yield is 0.510.